Predict the product of the given reaction. From a dataset of Forward reaction prediction with 1.9M reactions from USPTO patents (1976-2016). (1) Given the reactants [CH3:1][N:2]1[CH:6]=[C:5](B2OC(C)(C)C(C)(C)O2)[CH:4]=[N:3]1.Br[C:17]1[CH:18]=[C:19]([C:24]2[C:25]([C:29]3[CH:34]=[CH:33][CH:32]=[C:31]([CH3:35])[N:30]=3)=[N:26][NH:27][CH:28]=2)[CH:20]=[CH:21][C:22]=1[F:23], predict the reaction product. The product is: [F:23][C:22]1[CH:17]=[CH:18][C:19]([C:24]2[C:25]([C:29]3[CH:34]=[CH:33][CH:32]=[C:31]([CH3:35])[N:30]=3)=[N:26][NH:27][CH:28]=2)=[CH:20][C:21]=1[C:5]1[CH:4]=[N:3][N:2]([CH3:1])[CH:6]=1. (2) Given the reactants C1(P(C2C=CC=CC=2)C2C=CC=CC=2)C=CC=CC=1.[CH3:20][O:21][C:22](=[O:35])[C@H:23]([CH2:32][CH2:33]O)[NH:24][C:25]([O:27][C:28]([CH3:31])([CH3:30])[CH3:29])=[O:26].C(Br)(Br)(Br)[Br:37], predict the reaction product. The product is: [CH3:20][O:21][C:22](=[O:35])[CH:23]([NH:24][C:25]([O:27][C:28]([CH3:31])([CH3:30])[CH3:29])=[O:26])[CH2:32][CH2:33][Br:37]. (3) Given the reactants [CH3:1][O:2][C:3]1[CH:8]=[CH:7][CH:6]=[CH:5][C:4]=1[CH:9]=[CH:10][C:11]([NH:13][C@H:14]([C:25]([O:27]C)=[O:26])[CH2:15][C:16]1[C:24]2[C:19](=[CH:20][CH:21]=[CH:22][CH:23]=2)[NH:18][CH:17]=1)=[O:12].[OH-].[Na+:30], predict the reaction product. The product is: [CH3:1][O:2][C:3]1[CH:8]=[CH:7][CH:6]=[CH:5][C:4]=1[CH:9]=[CH:10][C:11]([NH:13][C@H:14]([C:25]([O-:27])=[O:26])[CH2:15][C:16]1[C:24]2[C:19](=[CH:20][CH:21]=[CH:22][CH:23]=2)[NH:18][CH:17]=1)=[O:12].[Na+:30]. (4) Given the reactants [C:1]([NH:8][C:9]([O:11][C:12]([CH3:15])([CH3:14])[CH3:13])=[O:10])([O:3][C:4]([CH3:7])([CH3:6])[CH3:5])=[O:2].[H-].[Na+].Br[CH2:19][C:20]1[CH:27]=[CH:26][C:23]([C:24]#[N:25])=[CH:22][CH:21]=1, predict the reaction product. The product is: [C:24]([C:23]1[CH:26]=[CH:27][C:20]([CH2:19][N:8]([C:1]([O:3][C:4]([CH3:6])([CH3:7])[CH3:5])=[O:2])[C:9]([O:11][C:12]([CH3:15])([CH3:14])[CH3:13])=[O:10])=[CH:21][CH:22]=1)#[N:25]. (5) Given the reactants [Cl:1][CH2:2][O:3][CH2:4][C:5]12[CH2:14][CH:9]3[CH2:10][CH:11]([CH2:13][CH:7]([CH2:8]3)[CH2:6]1)[CH2:12]2.C(N(CC)CC)C.C1C[O:25][CH2:24][CH2:23]1, predict the reaction product. The product is: [Cl:1][CH2:2][O:3][CH2:4][C:5]12[CH2:14][CH:9]3[CH2:10][CH:11]([CH2:13][CH:7]([CH2:8]3)[CH2:6]1)[CH2:12]2.[Cl:1][CH2:23][CH2:24][OH:25]. (6) Given the reactants [Cl:1][C:2]1[C:3]([F:26])=[C:4]([NH:9][C:10]2[C:19]3[C:14](=[CH:15][C:16]([O:23][CH2:24][CH3:25])=[C:17]([N+:20]([O-])=O)[CH:18]=3)[N:13]=[CH:12][N:11]=2)[CH:5]=[CH:6][C:7]=1[Cl:8], predict the reaction product. The product is: [Cl:1][C:2]1[C:3]([F:26])=[C:4]([NH:9][C:10]2[C:19]3[C:14](=[CH:15][C:16]([O:23][CH2:24][CH3:25])=[C:17]([NH2:20])[CH:18]=3)[N:13]=[CH:12][N:11]=2)[CH:5]=[CH:6][C:7]=1[Cl:8]. (7) Given the reactants [C:1]12([CH2:11][OH:12])[CH2:10][CH:5]3[CH2:6][CH:7](CC(C3)C1)[CH2:8]2.C1(CO)CCCCC1.[Br:21][C:22]1[CH:23]=[N:24][CH:25]=[CH:26][C:27]=1Cl.BrC1C=NC=CC=1F, predict the reaction product. The product is: [Br:21][C:22]1[CH:23]=[N:24][CH:25]=[CH:26][C:27]=1[O:12][CH2:11][CH:1]1[CH2:10][CH2:5][CH2:6][CH2:7][CH2:8]1.